This data is from Blood-brain barrier permeability classification from the B3DB database. The task is: Regression/Classification. Given a drug SMILES string, predict its absorption, distribution, metabolism, or excretion properties. Task type varies by dataset: regression for continuous measurements (e.g., permeability, clearance, half-life) or binary classification for categorical outcomes (e.g., BBB penetration, CYP inhibition). Dataset: b3db_classification. (1) The compound is CNCCCN1c2ccccc2C(C)(C)c2ccccc21. The result is 1 (penetrates BBB). (2) The compound is OCCCN1CCN(CCC[C@H]2c3ccccc3Sc3ccc(Cl)cc32)CC1. The result is 1 (penetrates BBB). (3) The molecule is CCC(=O)NC1CCC(CCN2CCN(c3cccc(Cl)c3Cl)CC2)CC1. The result is 1 (penetrates BBB). (4) The molecule is CN1CCCC1CCOC(C)(c1ccccc1)c1ccc(Cl)cc1. The result is 1 (penetrates BBB). (5) The drug is O=C1CC[C@@H](N2C(=O)[C@H]3[C@H]4CC[C@@H](C4)[C@H]3C2=O)C(=O)N1. The result is 1 (penetrates BBB). (6) The molecule is CC(N)(Cc1ccc(O)c(O)c1)C(=O)O. The result is 0 (does not penetrate BBB). (7) The molecule is COc1ccccc1N1CCN(CC(O)COc2cc(OC)c(OC)c(OC)c2)CC1. The result is 1 (penetrates BBB).